From a dataset of Reaction yield outcomes from USPTO patents with 853,638 reactions. Predict the reaction yield, written as a fraction of the theoretical maximum amount of product (1.0 means a 100% yield; for example, 0.34 means a 34% yield). The reactants are [Cl:1][C:2]1[C:11]2[C:6](=[CH:7][C:8]([CH:12]=O)=[CH:9][CH:10]=2)[N:5]=[C:4]([CH3:14])[CH:3]=1.[NH2:15][C:16]1[CH:23]=[CH:22][C:19]([C:20]#[N:21])=[C:18]([C:24]([F:27])([F:26])[F:25])[CH:17]=1.Cl.[BH4-].[Na+]. The catalyst is C(O)C. The product is [Cl:1][C:2]1[C:11]2[C:6](=[CH:7][C:8]([CH2:12][NH:15][C:16]3[CH:23]=[CH:22][C:19]([C:20]#[N:21])=[C:18]([C:24]([F:25])([F:26])[F:27])[CH:17]=3)=[CH:9][CH:10]=2)[N:5]=[C:4]([CH3:14])[CH:3]=1. The yield is 0.370.